This data is from Reaction yield outcomes from USPTO patents with 853,638 reactions. The task is: Predict the reaction yield, written as a fraction of the theoretical maximum amount of product (1.0 means a 100% yield; for example, 0.34 means a 34% yield). The reactants are [CH2:1]([N:8]1[CH:16]=[N:15][C:14]2[C:9]1=[N:10][C:11](Cl)=[N:12][C:13]=2[NH2:17])[C:2]1[CH:7]=[CH:6][CH:5]=[CH:4][CH:3]=1.O.[NH2:20][CH2:21][CH2:22][OH:23]. No catalyst specified. The product is [CH2:1]([N:8]1[CH:16]=[N:15][C:14]2[C:9]1=[N:10][C:11]([NH:20][CH2:21][CH2:22][OH:23])=[N:12][C:13]=2[NH2:17])[C:2]1[CH:7]=[CH:6][CH:5]=[CH:4][CH:3]=1. The yield is 1.00.